The task is: Predict the product of the given reaction.. This data is from Forward reaction prediction with 1.9M reactions from USPTO patents (1976-2016). (1) Given the reactants Cl[C:2]([O:4][CH3:5])=[O:3].Cl.[NH2:7][C:8]1[N:13]=[C:12]([C:14]2[CH:23]=[C:22]3[C:17]([CH2:18][CH2:19][N:20]([C:24]([O:26][CH:27]4[CH2:32][CH2:31][NH:30][CH2:29][CH2:28]4)=[O:25])[CH2:21]3)=[CH:16][CH:15]=2)[CH:11]=[C:10]([N:33]2[CH2:38][CH2:37][N:36]([CH3:39])[CH2:35][CH2:34]2)[N:9]=1, predict the reaction product. The product is: [NH2:7][C:8]1[N:13]=[C:12]([C:14]2[CH:23]=[C:22]3[C:17]([CH2:18][CH2:19][N:20]([C:24]([O:26][CH:27]4[CH2:32][CH2:31][N:30]([C:2]([O:4][CH3:5])=[O:3])[CH2:29][CH2:28]4)=[O:25])[CH2:21]3)=[CH:16][CH:15]=2)[CH:11]=[C:10]([N:33]2[CH2:38][CH2:37][N:36]([CH3:39])[CH2:35][CH2:34]2)[N:9]=1. (2) Given the reactants [F:1][C:2]1[C:7]([C:8]2[CH:13]=[CH:12][CH:11]=[C:10]([F:14])[CH:9]=2)=[CH:6][CH:5]=[C:4]([F:15])[C:3]=1[CH2:16][NH:17][C:18]1[C:19]([F:26])=[C:20]([OH:25])[CH:21]=[CH:22][C:23]=1[F:24].C([O-])([O-])=O.[Cs+].[Cs+].Br[CH2:34][C:35]([O:37][CH2:38][CH3:39])=[O:36].O, predict the reaction product. The product is: [F:1][C:2]1[C:7]([C:8]2[CH:13]=[CH:12][CH:11]=[C:10]([F:14])[CH:9]=2)=[CH:6][CH:5]=[C:4]([F:15])[C:3]=1[CH2:16][NH:17][C:18]1[C:19]([F:26])=[C:20]([CH:21]=[CH:22][C:23]=1[F:24])[O:25][CH2:34][C:35]([O:37][CH2:38][CH3:39])=[O:36]. (3) Given the reactants I[C:2]1[CH:7]=[CH:6][C:5]([N:8]2[C:13]3[CH:14]=[CH:15][O:16][C:12]=3[C:11](=[O:17])[C:10]([C:18]3[N:22]([C:23]4[CH:28]=[CH:27][CH:26]=[CH:25][CH:24]=4)[N:21]=[CH:20][CH:19]=3)=[N:9]2)=[CH:4][C:3]=1[O:29][C:30]([F:33])([F:32])[F:31].N1C=CC=N1.C(=O)([O-])[O-].[Cs+].[Cs+].O, predict the reaction product. The product is: [C:23]1([N:22]2[C:18]([C:10]3[C:11](=[O:17])[C:12]4[O:16][CH:15]=[CH:14][C:13]=4[N:8]([C:5]4[CH:6]=[CH:7][CH:2]=[C:3]([O:29][C:30]([F:33])([F:32])[F:31])[CH:4]=4)[N:9]=3)=[CH:19][CH:20]=[N:21]2)[CH:24]=[CH:25][CH:26]=[CH:27][CH:28]=1. (4) Given the reactants C[N:2]([CH:4]=[N:5][C:6]([C:8]1[N:9]([CH3:31])[C:10]([CH2:29][CH3:30])=[C:11]([C:27]#[N:28])[C:12]=1[C:13]1[CH:18]=[CH:17][C:16]([C:19]2[CH:24]=[CH:23][CH:22]=[CH:21][C:20]=2[C:25]#[N:26])=[CH:15][CH:14]=1)=O)C.O.[NH2:33]N, predict the reaction product. The product is: [C:25]([C:20]1[CH:21]=[CH:22][CH:23]=[CH:24][C:19]=1[C:16]1[CH:17]=[CH:18][C:13]([C:12]2[C:11]([C:27]#[N:28])=[C:10]([CH2:29][CH3:30])[N:9]([CH3:31])[C:8]=2[C:6]2[NH:5][CH:4]=[N:2][N:33]=2)=[CH:14][CH:15]=1)#[N:26].